This data is from KCNQ2 potassium channel screen with 302,405 compounds. The task is: Binary Classification. Given a drug SMILES string, predict its activity (active/inactive) in a high-throughput screening assay against a specified biological target. (1) The molecule is [O-][N+](=O)c1ccc(N2CCN(CC2)c2c(ccc(c2)C)C)nc1. The result is 0 (inactive). (2) The molecule is S1c2c(N(CC(OCC)=O)C(=O)C1)cccc2. The result is 0 (inactive). (3) The drug is S(=O)(=O)(N1CCCCC1)c1cc([nH]c1)C(=O)N1CCC(CC1)C. The result is 0 (inactive). (4) The molecule is s1c2c(CCC2)c2c1nc(SCC(=O)NCC(N(C)C)c1ccccc1)n(c2=O)C. The result is 0 (inactive). (5) The result is 0 (inactive). The molecule is s1c(n(CC(=O)Nc2ccc(Oc3ccc(cc3)C)cc2)cc1)=N. (6) The molecule is Fc1ccc(C(=O)NC(c2cc3CCCCc3cc2)C)cc1. The result is 1 (active). (7) The result is 0 (inactive). The molecule is s1c2n(c(c1C(=O)NC)C)cc(n2)c1ccc(OC)cc1.